This data is from Full USPTO retrosynthesis dataset with 1.9M reactions from patents (1976-2016). The task is: Predict the reactants needed to synthesize the given product. (1) The reactants are: [Cl-].[NH4+].C(O)C.[Br:6][C:7]1[CH:25]=[CH:24][C:10]([N:11]([CH:18]2[CH2:23][CH2:22][CH2:21][CH2:20][CH2:19]2)[CH2:12][CH2:13][C:14]([F:17])([F:16])[F:15])=[C:9]([N+:26]([O-])=O)[CH:8]=1. Given the product [Br:6][C:7]1[CH:8]=[C:9]([NH2:26])[C:10]([N:11]([CH:18]2[CH2:23][CH2:22][CH2:21][CH2:20][CH2:19]2)[CH2:12][CH2:13][C:14]([F:16])([F:15])[F:17])=[CH:24][CH:25]=1, predict the reactants needed to synthesize it. (2) Given the product [Cl:1][C:2]1[N:12]=[CH:11][C:5]2[N:6]=[CH:7][N:8]([CH2:23][C:22]3[CH:25]=[CH:26][CH:27]=[C:20]([F:19])[CH:21]=3)[C:9](=[O:10])[C:4]=2[CH:3]=1, predict the reactants needed to synthesize it. The reactants are: [Cl:1][C:2]1[N:12]=[CH:11][C:5]2[N:6]=[CH:7][NH:8][C:9](=[O:10])[C:4]=2[CH:3]=1.C([O-])([O-])=O.[Cs+].[Cs+].[F:19][C:20]1[CH:21]=[C:22]([CH:25]=[CH:26][CH:27]=1)[CH2:23]Cl.O. (3) Given the product [CH2:9]([N:11]1[CH2:12][CH2:13][CH:14]([N:17]2[C:22](=[O:23])[C:21]([CH2:24][C:25]3[CH:30]=[CH:29][C:28]([C:31]4[CH:36]=[CH:35][CH:34]=[CH:33][C:32]=4[C:37]4[NH:3][C:4](=[O:7])[O:5][N:38]=4)=[CH:27][CH:26]=3)=[C:20]([CH2:39][CH2:40][CH3:41])[N:19]3[N:42]=[CH:43][N:44]=[C:18]23)[CH2:15][CH2:16]1)[CH3:10], predict the reactants needed to synthesize it. The reactants are: [Cl-].O[NH3+:3].[C:4](=[O:7])([O-])[OH:5].[Na+].[CH2:9]([N:11]1[CH2:16][CH2:15][CH:14]([N:17]2[C:22](=[O:23])[C:21]([CH2:24][C:25]3[CH:30]=[CH:29][C:28]([C:31]4[C:32]([C:37]#[N:38])=[CH:33][CH:34]=[CH:35][CH:36]=4)=[CH:27][CH:26]=3)=[C:20]([CH2:39][CH2:40][CH3:41])[N:19]3[N:42]=[CH:43][N:44]=[C:18]23)[CH2:13][CH2:12]1)[CH3:10]. (4) Given the product [Br:1][C:2]1[CH:3]=[C:4]([CH:8]=[C:9]([O:26][CH3:25])[C:10]=1[F:11])[C:5]([O:7][CH3:13])=[O:6], predict the reactants needed to synthesize it. The reactants are: [Br:1][C:2]1[CH:3]=[C:4]([CH:8]=[C:9](O)[C:10]=1[F:11])[C:5]([OH:7])=[O:6].[C:13]([O-])([O-])=O.[K+].[K+].IC.O.CN([CH:25]=[O:26])C.